From a dataset of Cav3 T-type calcium channel HTS with 100,875 compounds. Binary Classification. Given a drug SMILES string, predict its activity (active/inactive) in a high-throughput screening assay against a specified biological target. (1) The compound is Oc1ccc(C(N2CCc3c(C2)cccc3)c2n(nnn2)C2CCCC2)cc1. The result is 1 (active). (2) The compound is O=c1n2[nH]c(c(c2nc(c1CC(OCC)=O)C)c1ccccc1)c1ccccc1. The result is 0 (inactive). (3) The drug is O=C(N1CCN(C(=O)C2CC2)CCC1)C1CC1. The result is 0 (inactive). (4) The drug is Fc1cc(NC(=O)c2oc(c3c(cccc3)C)cc2)ccc1. The result is 0 (inactive). (5) The drug is S1(=O)(=O)N=C(NCc2ccccc2)c2c1cccc2. The result is 0 (inactive).